From a dataset of Experimentally validated miRNA-target interactions with 360,000+ pairs, plus equal number of negative samples. Binary Classification. Given a miRNA mature sequence and a target amino acid sequence, predict their likelihood of interaction. The miRNA is hsa-miR-155-5p with sequence UUAAUGCUAAUCGUGAUAGGGGUU. The protein sequence of the target gene is MSFRDLRNFTEMMRALGYPRHISMENFRTPNFGLVSEVLLWLVKRYEPQTDIPPDVDTEQDRVFFIKAIAQFMATKAHIKLNTKKLYQADGYAVKELLKITSVLYNAMKTKGMEGSEIVEEDVNKFKFDLGSKIADLKAARQLASEITSKGASLYDLLGMEVELREMRTEAIARPLEINETEKVMRIAIKEILTQVQKTKDLLNNVASDEANLEAKIEKRKLELERNRKRLETLQSVRPCFMDEYEKTEEELQKQYDTYLEKFQNLTYLEQQLEDHHRMEQERFEEAKNTLCLIQNKLKE.... Result: 1 (interaction).